Dataset: Peptide-MHC class I binding affinity with 185,985 pairs from IEDB/IMGT. Task: Regression. Given a peptide amino acid sequence and an MHC pseudo amino acid sequence, predict their binding affinity value. This is MHC class I binding data. (1) The MHC is HLA-A24:02 with pseudo-sequence HLA-A24:02. The binding affinity (normalized) is 0. The peptide sequence is IEILNTIQF. (2) The peptide sequence is KLYPNVDFY. The MHC is HLA-A68:02 with pseudo-sequence HLA-A68:02. The binding affinity (normalized) is 0.0847. (3) The peptide sequence is LRKERLAKL. The MHC is HLA-A23:01 with pseudo-sequence HLA-A23:01. The binding affinity (normalized) is 0.0847. (4) The peptide sequence is TMPELAWAV. The MHC is HLA-B40:01 with pseudo-sequence HLA-B40:01. The binding affinity (normalized) is 0.0847. (5) The peptide sequence is NPDQNTFPNI. The MHC is HLA-B35:01 with pseudo-sequence HLA-B35:01. The binding affinity (normalized) is 0.